The task is: Predict which catalyst facilitates the given reaction.. This data is from Catalyst prediction with 721,799 reactions and 888 catalyst types from USPTO. (1) Product: [Si:10]([O:22][CH2:21][CH2:20][NH:19][CH3:18])([C:13]([CH3:16])([CH3:15])[CH3:14])([CH3:12])[CH3:11]. Reactant: CCN(C(C)C)C(C)C.[Si:10](Cl)([C:13]([CH3:16])([CH3:15])[CH3:14])([CH3:12])[CH3:11].[CH3:18][NH:19][CH2:20][CH2:21][OH:22].C(OCC)C. The catalyst class is: 34. (2) Reactant: [Cl:1][C:2]1[S:6][C:5]([O:7][CH2:8][C:9]([N:11]2[CH2:16][CH2:15][NH:14][C:13](=[O:17])[CH:12]2[CH2:18][C:19]([O:21][CH2:22][CH3:23])=[O:20])=[O:10])=[CH:4][CH:3]=1.Br[C:25]1[CH:30]=[C:29]([C:31]#[N:32])[CH:28]=[CH:27][C:26]=1[CH3:33].C([O-])([O-])=O.[Cs+].[Cs+]. Product: [Cl:1][C:2]1[S:6][C:5]([O:7][CH2:8][C:9]([N:11]2[CH2:16][CH2:15][N:14]([CH2:33][C:26]3[CH:25]=[CH:30][C:29]([C:31]#[N:32])=[CH:28][CH:27]=3)[C:13](=[O:17])[CH:12]2[CH2:18][C:19]([O:21][CH2:22][CH3:23])=[O:20])=[O:10])=[CH:4][CH:3]=1. The catalyst class is: 31. (3) Reactant: [CH3:1][O:2][C:3]1[CH:4]=[CH:5][C:6]([N+:11]([O-])=O)=[C:7]([CH:10]=1)[NH:8][CH3:9].[CH3:14]O. Product: [CH3:1][O:2][C:3]1[CH:4]=[CH:5][C:6]2[N:11]=[CH:9][N:8]([CH3:14])[C:7]=2[CH:10]=1. The catalyst class is: 45. (4) Reactant: [Cl:1][C:2]1[CH:3]=[C:4]([C:12]2[O:16][N:15]=[C:14]([C:17]3[CH:18]=[CH:19][CH:20]=[C:21]4[C:25]=3[N:24]([CH3:26])[CH:23]=[C:22]4[C:27]([NH:29][CH2:30][CH2:31][C:32]([O:34]CC)=[O:33])=[O:28])[N:13]=2)[CH:5]=[CH:6][C:7]=1[O:8][CH:9]([CH3:11])[CH3:10].[OH-].[Na+].Cl. The catalyst class is: 1. Product: [Cl:1][C:2]1[CH:3]=[C:4]([C:12]2[O:16][N:15]=[C:14]([C:17]3[CH:18]=[CH:19][CH:20]=[C:21]4[C:25]=3[N:24]([CH3:26])[CH:23]=[C:22]4[C:27]([NH:29][CH2:30][CH2:31][C:32]([OH:34])=[O:33])=[O:28])[N:13]=2)[CH:5]=[CH:6][C:7]=1[O:8][CH:9]([CH3:10])[CH3:11]. (5) Reactant: [C:1]([NH:4][C:5]1[CH:10]=[CH:9][C:8]([N:11]([C:13]2[C:22]3[C:17](=[CH:18][CH:19]=[CH:20][CH:21]=3)[N:16]=[C:15]([CH3:23])[N:14]=2)[CH3:12])=[CH:7][CH:6]=1)(=[O:3])[CH3:2].[CH3:24]I.[H-].[Na+]. Product: [CH3:23][C:15]1[N:14]=[C:13]([N:11]([C:8]2[CH:9]=[CH:10][C:5]([N:4]([CH3:24])[C:1](=[O:3])[CH3:2])=[CH:6][CH:7]=2)[CH3:12])[C:22]2[C:17](=[CH:18][CH:19]=[CH:20][CH:21]=2)[N:16]=1. The catalyst class is: 3. (6) Product: [OH:10][C:8]1[CH:9]=[C:4]([CH:5]=[CH:6][CH:7]=1)[C:2](=[O:3])[CH:1]=[CH:17][C:16]1[CH:19]=[CH:20][C:13]([O:12][CH3:11])=[CH:14][CH:15]=1. The catalyst class is: 5. Reactant: [CH3:1][C:2]([C:4]1[CH:5]=[CH:6][CH:7]=[C:8]([OH:10])[CH:9]=1)=[O:3].[CH3:11][O:12][C:13]1[CH:20]=[CH:19][C:16]([CH:17]=O)=[CH:15][CH:14]=1.[OH-].[Na+].[K+].[Br-]. (7) Reactant: [Cl:1][C:2]1[CH:10]=[CH:9][C:8]2[NH:7][C:6]3[CH2:11][CH:12]([C:14]([S:22]([C:25]4[CH:30]=[CH:29][CH:28]=[C:27]([C:31]#[CH:32])[CH:26]=4)(=[O:24])=[O:23])([F:21])[C:15]4[O:16][C:17]([CH3:20])=[N:18][N:19]=4)[CH2:13][C:5]=3[C:4]=2[CH:3]=1. Product: [Cl:1][C:2]1[CH:10]=[CH:9][C:8]2[NH:7][C:6]3[CH2:11][CH:12]([C:14]([S:22]([C:25]4[CH:30]=[CH:29][CH:28]=[C:27]([CH2:31][CH3:32])[CH:26]=4)(=[O:23])=[O:24])([F:21])[C:15]4[O:16][C:17]([CH3:20])=[N:18][N:19]=4)[CH2:13][C:5]=3[C:4]=2[CH:3]=1. The catalyst class is: 19. (8) Reactant: [OH:1][C:2]([C:4]([F:7])([F:6])[F:5])=[O:3].C([N:15]1[CH2:24][CH2:23][C:22]2[C:17](=[N:18][C:19]([NH:41][CH:42]([CH3:44])[CH3:43])=[C:20]([N:25]3[CH2:30][CH2:29][CH:28]([CH:31]([C:33]4[CH:38]=[CH:37][C:36]([F:39])=[CH:35][C:34]=4[F:40])[F:32])[CH2:27][CH2:26]3)[N:21]=2)[CH2:16]1)C1C=CC=CC=1. Product: [F:40][C:34]1[CH:35]=[C:36]([F:39])[CH:37]=[CH:38][C:33]=1[CH:31]([F:32])[CH:28]1[CH2:29][CH2:30][N:25]([C:20]2[N:21]=[C:22]3[CH2:23][CH2:24][NH:15][CH2:16][C:17]3=[N:18][C:19]=2[NH:41][CH:42]([CH3:44])[CH3:43])[CH2:26][CH2:27]1.[C:2]([OH:3])([C:4]([F:7])([F:6])[F:5])=[O:1]. The catalyst class is: 833. (9) Reactant: [C:1]([O:5][C:6]([N:8]1[CH2:13][CH2:12][CH2:11][CH2:10][C@H:9]1[CH2:14][NH2:15])=[O:7])([CH3:4])([CH3:3])[CH3:2].ClN1[C:26]2[C:21](=[CH:22][CH:23]=[CH:24][CH:25]=2)[N:20]=[CH:19]C1.[CH:27]([N:30](C(C)C)CC)(C)C. Product: [C:1]([O:5][C:6]([N:8]1[CH2:13][CH2:12][CH2:11][CH2:10][C@H:9]1[CH2:14][NH:15][C:27]1[C:26]2[C:21](=[CH:22][CH:23]=[CH:24][CH:25]=2)[N:20]=[CH:19][N:30]=1)=[O:7])([CH3:4])([CH3:3])[CH3:2]. The catalyst class is: 7.